Dataset: Forward reaction prediction with 1.9M reactions from USPTO patents (1976-2016). Task: Predict the product of the given reaction. Given the reactants [Cl:1][C:2]1[C:6]([Cl:7])=[C:5]([CH3:8])[NH:4][C:3]=1[C:9]([NH:11][C@@H:12]1[CH2:17][CH2:16][N:15]([C:18]2[S:19][C:20]3[C:26]([C:27](O)=[O:28])=[CH:25][CH:24]=[CH:23][C:21]=3[N:22]=2)[CH2:14][C@@H:13]1[N:30]1[CH:34]=[CH:33][N:32]=[N:31]1)=[O:10].CN([C:38]([O:42][N:43]1N=NC2C=CC=NC1=2)=[N+](C)C)C.F[P-](F)(F)(F)(F)F.CCN(C(C)C)C(C)C.Cl.O(N)C, predict the reaction product. The product is: [Cl:1][C:2]1[C:6]([Cl:7])=[C:5]([CH3:8])[NH:4][C:3]=1[C:9]([NH:11][C@@H:12]1[CH2:17][CH2:16][N:15]([C:18]2[S:19][C:20]3[C:26]([C:27]([NH:43][O:42][CH3:38])=[O:28])=[CH:25][CH:24]=[CH:23][C:21]=3[N:22]=2)[CH2:14][C@@H:13]1[N:30]1[CH:34]=[CH:33][N:32]=[N:31]1)=[O:10].